The task is: Predict which catalyst facilitates the given reaction.. This data is from Catalyst prediction with 721,799 reactions and 888 catalyst types from USPTO. (1) Reactant: [C:1]([O:5][C:6]([N:8]1[CH2:12][CH:11]=[C:10]([C:13]2[N:18]=[C:17]([C:19]([OH:21])=O)[CH:16]=[CH:15][CH:14]=2)[CH2:9]1)=[O:7])([CH3:4])([CH3:3])[CH3:2].[F:22][C:23]1[CH:28]=[CH:27][CH:26]=[C:25]([CH3:29])[C:24]=1[CH:30]1[CH2:35][CH2:34][NH:33][CH2:32][CH2:31]1.F[P-](F)(F)(F)(F)F.N1(OC(N(C)C)=[N+](C)C)C2N=CC=CC=2N=N1.CCN(C(C)C)C(C)C. Product: [C:1]([O:5][C:6]([N:8]1[CH2:12][CH:11]=[C:10]([C:13]2[CH:14]=[CH:15][CH:16]=[C:17]([C:19]([N:33]3[CH2:34][CH2:35][CH:30]([C:24]4[C:25]([CH3:29])=[CH:26][CH:27]=[CH:28][C:23]=4[F:22])[CH2:31][CH2:32]3)=[O:21])[N:18]=2)[CH2:9]1)=[O:7])([CH3:2])([CH3:3])[CH3:4]. The catalyst class is: 3. (2) Reactant: [Na].[CH3:2][O:3][C:4]1[CH:11]=[CH:10][CH:9]=[CH:8][C:5]=1[CH:6]=O.[N:12]([CH2:15][C:16]([O:18][CH2:19][CH3:20])=[O:17])=[N+:13]=[N-:14]. Product: [N:12]([C:15](=[CH:6][C:5]1[CH:8]=[CH:9][CH:10]=[CH:11][C:4]=1[O:3][CH3:2])[C:16]([O:18][CH2:19][CH3:20])=[O:17])=[N+:13]=[N-:14]. The catalyst class is: 8. (3) Reactant: [Cl:1][C:2]1[CH:7]=[CH:6][C:5]([N:8]2[CH2:13][CH2:12][N:11]3[C@@H:14]([C:18]4[CH:23]=[CH:22][C:21]([OH:24])=[C:20]([CH3:25])[C:19]=4[CH3:26])[CH2:15][CH2:16][CH2:17][C@H:10]3[CH2:9]2)=[CH:4][C:3]=1[O:27][CH3:28].C([O-])([O-])=O.[Cs+].[Cs+].[Cl:35][CH2:36][CH2:37][CH2:38]I. Product: [Cl:1][C:2]1[CH:7]=[CH:6][C:5]([N:8]2[CH2:13][CH2:12][N:11]3[C@@H:14]([C:18]4[CH:23]=[CH:22][C:21]([O:24][CH2:38][CH2:37][CH2:36][Cl:35])=[C:20]([CH3:25])[C:19]=4[CH3:26])[CH2:15][CH2:16][CH2:17][C@H:10]3[CH2:9]2)=[CH:4][C:3]=1[O:27][CH3:28]. The catalyst class is: 18. (4) Reactant: [C:1]([O:5][C:6](=[O:15])[NH:7][C:8]1[CH:13]=[CH:12][C:11]([OH:14])=[CH:10][CH:9]=1)([CH3:4])([CH3:3])[CH3:2].Br[CH:17]1[CH2:21][CH2:20][O:19][C:18]1=[O:22].C([O-])([O-])=O.[K+].[K+]. Product: [NH2:7][C:8]1[CH:9]=[CH:10][C:11]([O:14][CH:17]2[CH2:21][CH2:20][O:19][C:18]2=[O:22])=[CH:12][CH:13]=1.[O:22]=[C:18]1[CH:17]([O:14][C:11]2[CH:10]=[CH:9][C:8]([NH:7][C:6](=[O:15])[O:5][C:1]([CH3:4])([CH3:2])[CH3:3])=[CH:13][CH:12]=2)[CH2:21][CH2:20][O:19]1. The catalyst class is: 23. (5) Reactant: [CH3:1][C:2]1[C:3]([CH2:14][S@:15]([C:17]2[NH:21][C:20]3[CH:22]=[CH:23][CH:24]=[CH:25][C:19]=3[N:18]=2)=[O:16])=[N:4][CH:5]=[CH:6][C:7]=1[O:8][CH2:9][C:10]([F:13])([F:12])[F:11].C(N(CC)CC)C.[C:33](=[O:45])([O:42][CH2:43][CH3:44])[O:34][CH2:35][CH2:36][N:37]([C:39](Cl)=[O:40])[CH3:38]. Product: [C:33](=[O:45])([O:34][CH2:35][CH2:36][N:37]([CH3:38])[C:39]([N:21]1[C:20]2[CH:22]=[CH:23][CH:24]=[CH:25][C:19]=2[N:18]=[C:17]1[S@@:15]([CH2:14][C:3]1[C:2]([CH3:1])=[C:7]([O:8][CH2:9][C:10]([F:13])([F:11])[F:12])[CH:6]=[CH:5][N:4]=1)=[O:16])=[O:40])[O:42][CH2:43][CH3:44]. The catalyst class is: 367. (6) The catalyst class is: 68. Product: [ClH:1].[S:27]1[CH:28]=[CH:29][CH:30]=[C:26]1[S:25][CH:23]1[CH2:24][NH:21][CH2:22]1. Reactant: [Cl:1]C(OC(Cl)C)=O.C([N:21]1[CH2:24][CH:23]([S:25][C:26]2[S:27][CH:28]=[CH:29][CH:30]=2)[CH2:22]1)(C1C=CC=CC=1)C1C=CC=CC=1.C(O)C. (7) Reactant: [NH2:1]/[C:2](/[CH3:11])=[C:3](/[CH2:9][CH3:10])\[C:4]([O:6][CH2:7][CH3:8])=[O:5].C(N(C(C)C)CC)(C)C.Cl[C:22](=[O:29])[CH2:23][C:24]([O:26][CH2:27][CH3:28])=[O:25].C(=O)(O)[O-].[Na+]. Product: [CH2:27]([O:26][C:24](=[O:25])[CH2:23][C:22]([NH:1]/[C:2](/[CH3:11])=[C:3](/[CH2:9][CH3:10])\[C:4]([O:6][CH2:7][CH3:8])=[O:5])=[O:29])[CH3:28]. The catalyst class is: 1. (8) Reactant: [CH3:1][C:2]1([C:17]2[CH:18]=[C:19]([NH2:23])[CH:20]=[CH:21][CH:22]=2)[CH:7]2[CH:3]1[CH2:4][N:5]([CH2:8][CH2:9][CH2:10][C:11]1[CH:16]=[CH:15][CH:14]=[CH:13][CH:12]=1)[CH2:6]2.[CH2:24]([S:27](Cl)(=[O:29])=[O:28])[CH2:25][CH3:26].[OH2:31].ClCCl. Product: [C:21]([OH:28])(=[O:31])[CH3:22].[CH3:1][C:2]1([C:17]2[CH:18]=[C:19]([NH:23][S:27]([CH2:24][CH2:25][CH3:26])(=[O:29])=[O:28])[CH:20]=[CH:21][CH:22]=2)[CH:3]2[CH:7]1[CH2:6][N:5]([CH2:8][CH2:9][CH2:10][C:11]1[CH:16]=[CH:15][CH:14]=[CH:13][CH:12]=1)[CH2:4]2. The catalyst class is: 17. (9) Reactant: [NH2:1][C:2]1[CH:3]=[C:4]([C:8]2([CH3:23])[CH:13]3[CH:9]2[C:10](=[O:22])[N:11]([CH2:15][C:16]2[CH:21]=[CH:20][CH:19]=[CH:18][CH:17]=2)[C:12]3=[O:14])[CH:5]=[CH:6][CH:7]=1.N1C=CC=CC=1.[CH3:30][S:31](Cl)(=[O:33])=[O:32]. Product: [CH2:15]([N:11]1[C:12](=[O:14])[CH:13]2[CH:9]([C:8]2([C:4]2[CH:3]=[C:2]([NH:1][S:31]([CH3:30])(=[O:33])=[O:32])[CH:7]=[CH:6][CH:5]=2)[CH3:23])[C:10]1=[O:22])[C:16]1[CH:17]=[CH:18][CH:19]=[CH:20][CH:21]=1. The catalyst class is: 13.